Dataset: Full USPTO retrosynthesis dataset with 1.9M reactions from patents (1976-2016). Task: Predict the reactants needed to synthesize the given product. (1) Given the product [F:32][C:29]1[CH:30]=[CH:31][C:24]([N:19]2[CH2:18][CH2:17][C:13]3[N:14]=[CH:15][N:16]=[C:11]([NH:10][CH2:9][C:6]4[CH:7]=[N:8][C:3]([C:2]([F:21])([F:1])[F:22])=[CH:4][CH:5]=4)[C:12]=3[CH2:20]2)=[C:25]([CH:28]=1)[C:26]#[N:27], predict the reactants needed to synthesize it. The reactants are: [F:1][C:2]([F:22])([F:21])[C:3]1[N:8]=[CH:7][C:6]([CH2:9][NH:10][C:11]2[C:12]3[CH2:20][NH:19][CH2:18][CH2:17][C:13]=3[N:14]=[CH:15][N:16]=2)=[CH:5][CH:4]=1.F[C:24]1[CH:31]=[CH:30][C:29]([F:32])=[CH:28][C:25]=1[C:26]#[N:27].C(#N)C.C(N(CC)C(C)C)(C)C. (2) Given the product [NH2:1][C:2]1[C:9]([Cl:10])=[C:8]([N:11]2[CH2:16][CH2:15][C@@H:14]([N:17]([CH3:18])[C:39](=[O:40])[O:41][CH3:42])[C@H:13]([O:19][Si:20]([C:23]([CH3:25])([CH3:24])[CH3:26])([CH3:21])[CH3:22])[CH2:12]2)[CH:7]=[C:4]([C:5]#[N:6])[CH:3]=1, predict the reactants needed to synthesize it. The reactants are: [NH2:1][C:2]1[CH:3]=[C:4]([CH:7]=[C:8]([N:11]2[CH2:16][CH2:15][C@@H:14]([NH:17][CH3:18])[C@H:13]([O:19][Si:20]([C:23]([CH3:26])([CH3:25])[CH3:24])([CH3:22])[CH3:21])[CH2:12]2)[C:9]=1[Cl:10])[C:5]#[N:6].C(N(CC)CC)C.[C:39](O[C:39]([O:41][CH3:42])=[O:40])([O:41][CH3:42])=[O:40]. (3) Given the product [OH:7][CH2:8][C:9]1[N:10]=[CH:11][N:12]=[C:13]([C:15]([N:16]([O:18][CH3:19])[CH3:17])=[O:20])[CH:14]=1, predict the reactants needed to synthesize it. The reactants are: C[O-].[Na+].C([O:7][CH2:8][C:9]1[CH:14]=[C:13]([C:15](=[O:20])[N:16]([O:18][CH3:19])[CH3:17])[N:12]=[CH:11][N:10]=1)(=O)C. (4) Given the product [CH3:38][NH:39][C:2]1[N:7]=[C:6]([NH:8][C:9]2[N:10]=[C:11]3[CH:16]=[CH:15][C:14]([O:17][C:18]4[CH:19]=[C:20]([NH:24][C:25](=[O:36])[C:26]5[CH:31]=[CH:30][CH:29]=[C:28]([C:32]([F:34])([F:35])[F:33])[CH:27]=5)[CH:21]=[CH:22][CH:23]=4)=[N:13][N:12]3[CH:37]=2)[CH:5]=[CH:4][N:3]=1, predict the reactants needed to synthesize it. The reactants are: Cl[C:2]1[N:7]=[C:6]([NH:8][C:9]2[N:10]=[C:11]3[CH:16]=[CH:15][C:14]([O:17][C:18]4[CH:19]=[C:20]([NH:24][C:25](=[O:36])[C:26]5[CH:31]=[CH:30][CH:29]=[C:28]([C:32]([F:35])([F:34])[F:33])[CH:27]=5)[CH:21]=[CH:22][CH:23]=4)=[N:13][N:12]3[CH:37]=2)[CH:5]=[CH:4][N:3]=1.[CH3:38][NH2:39].O1CCCC1.C(O)C.